This data is from Forward reaction prediction with 1.9M reactions from USPTO patents (1976-2016). The task is: Predict the product of the given reaction. Given the reactants [CH:1]1([CH2:4][O:5][C:6]2[CH:29]=[CH:28][C:9]3[C:10]([CH2:13][CH2:14][CH:15]4[CH2:20][CH2:19][N:18](C(OC(C)(C)C)=O)[CH2:17][CH2:16]4)=[N:11][O:12][C:8]=3[C:7]=2[CH2:30][OH:31])[CH2:3][CH2:2]1.Cl.C(=O)([O-])[O-].[Na+].[Na+].O, predict the reaction product. The product is: [CH:1]1([CH2:4][O:5][C:6]2[CH:29]=[CH:28][C:9]3[C:10]([CH2:13][CH2:14][CH:15]4[CH2:20][CH2:19][NH:18][CH2:17][CH2:16]4)=[N:11][O:12][C:8]=3[C:7]=2[CH2:30][OH:31])[CH2:3][CH2:2]1.